From a dataset of Reaction yield outcomes from USPTO patents with 853,638 reactions. Predict the reaction yield, written as a fraction of the theoretical maximum amount of product (1.0 means a 100% yield; for example, 0.34 means a 34% yield). The reactants are [Cl:1][C:2]1[CH:7]=[CH:6][C:5]([C:8]2[S:9][C:10]([C:14](=[O:22])[CH2:15][CH:16]3[CH2:21][CH2:20][CH2:19][NH:18][CH2:17]3)=[C:11]([CH3:13])[N:12]=2)=[CH:4][CH:3]=1.[CH3:23][O:24][C:25]([C:27]1[CH:28]=[C:29](OB(O)O)[CH:30]=[CH:31][CH:32]=1)=[O:26]. No catalyst specified. The product is [Cl:1][C:2]1[CH:7]=[CH:6][C:5]([C:8]2[S:9][C:10]([C:14](=[O:22])[CH2:15][CH:16]3[CH2:21][CH2:20][CH2:19][N:18]([C:31]4[CH:32]=[C:27]([CH:28]=[CH:29][CH:30]=4)[C:25]([O:24][CH3:23])=[O:26])[CH2:17]3)=[C:11]([CH3:13])[N:12]=2)=[CH:4][CH:3]=1. The yield is 0.450.